From a dataset of Forward reaction prediction with 1.9M reactions from USPTO patents (1976-2016). Predict the product of the given reaction. (1) The product is: [Cl:1][C:2]1[CH:31]=[CH:30][C:5]([C:6]([NH:8][C:9]2[CH:14]=[CH:13][C:12]([CH2:15][NH:16][C:17]3[C:26]4[C:21](=[CH:22][C:23]([CH:27]=[CH2:28])=[CH:24][CH:25]=4)[N:20]=[C:19]([N:34]([CH3:35])[CH3:33])[N:18]=3)=[CH:11][CH:10]=2)=[O:7])=[CH:4][N:3]=1.[ClH:32]. Given the reactants [Cl:1][C:2]1[CH:31]=[CH:30][C:5]([C:6]([NH:8][C:9]2[CH:14]=[CH:13][C:12]([CH2:15][NH:16][C:17]3[C:26]4[C:21](=[CH:22][C:23]([CH:27]=[CH2:28])=[CH:24][CH:25]=4)[N:20]=[C:19](Cl)[N:18]=3)=[CH:11][CH:10]=2)=[O:7])=[CH:4][N:3]=1.[ClH:32].[CH3:33][NH:34][CH3:35].O, predict the reaction product. (2) Given the reactants FC(F)(F)C(O)=O.[CH3:8][O:9][C:10](=[O:28])[CH:11]([C:20]1[CH:25]=[CH:24][C:23]([Cl:26])=[C:22]([Cl:27])[CH:21]=1)[CH2:12][C:13]([O:15]C(C)(C)C)=[O:14], predict the reaction product. The product is: [CH3:8][O:9][C:10](=[O:28])[CH:11]([C:20]1[CH:25]=[CH:24][C:23]([Cl:26])=[C:22]([Cl:27])[CH:21]=1)[CH2:12][C:13]([OH:15])=[O:14]. (3) The product is: [C:12]([NH2:28])(=[O:13])[C:11]1[CH:16]=[CH:17][CH:8]=[CH:9][CH:10]=1. Given the reactants ClC(OCC)=O.N[C:8]1[CH:17]=[CH:16][C:11]([C:12](OC)=[O:13])=[CH:10][CH:9]=1.COC(=O)CC1C=CC([NH2:28])=CC=1, predict the reaction product. (4) Given the reactants [N:1]1[CH:6]=[CH:5][N:4]=[CH:3][C:2]=1[C:7]([OH:9])=O.C(N1C=CN=C1)(N1C=CN=C1)=O.[NH2:22][C:23]1[CH:24]=[C:25]([CH:29]2[C:38]([CH3:40])([CH3:39])[CH2:37][C:36]3[C:31](=[CH:32][CH:33]=[C:34]([C:41]([OH:43])=[O:42])[CH:35]=3)[NH:30]2)[CH:26]=[CH:27][CH:28]=1, predict the reaction product. The product is: [CH3:39][C:38]1([CH3:40])[CH2:37][C:36]2[C:31](=[CH:32][CH:33]=[C:34]([C:41]([OH:43])=[O:42])[CH:35]=2)[NH:30][CH:29]1[C:25]1[CH:26]=[CH:27][CH:28]=[C:23]([NH:22][C:7]([C:2]2[CH:3]=[N:4][CH:5]=[CH:6][N:1]=2)=[O:9])[CH:24]=1. (5) The product is: [CH2:1]([N:8]1[CH2:13][CH2:12][CH:11]([C:14]([NH:16][C:17]2[CH:22]=[CH:21][C:20]([CH2:23][NH:24][C:25]3[C:34]4[C:29](=[CH:30][CH:31]=[C:32]([CH3:35])[CH:33]=4)[N:28]=[C:27]([N:38]([CH3:39])[CH3:37])[N:26]=3)=[CH:19][CH:18]=2)=[O:15])[CH2:10][CH2:9]1)[C:2]1[CH:7]=[CH:6][CH:5]=[CH:4][CH:3]=1. Given the reactants [CH2:1]([N:8]1[CH2:13][CH2:12][CH:11]([C:14]([NH:16][C:17]2[CH:22]=[CH:21][C:20]([CH2:23][NH:24][C:25]3[C:34]4[C:29](=[CH:30][CH:31]=[C:32]([CH3:35])[CH:33]=4)[N:28]=[C:27](Cl)[N:26]=3)=[CH:19][CH:18]=2)=[O:15])[CH2:10][CH2:9]1)[C:2]1[CH:7]=[CH:6][CH:5]=[CH:4][CH:3]=1.[CH3:37][NH:38][CH3:39], predict the reaction product. (6) Given the reactants O1C2C=CC(O)=CC=2OC1.[O:11]1[C:15]2[CH:16]=[C:17]([OH:20])[CH:18]=[CH:19][C:14]=2[CH2:13][CH2:12]1.C1(CCN2C3C(=CC=CC=3)C(=O)C2=O)CC1.[Br:37][C:38]1[CH:46]=[CH:45][CH:44]=[C:43]2[C:39]=1[C:40](=[O:48])[C:41](=[O:47])[NH:42]2, predict the reaction product. The product is: [Br:37][C:38]1[CH:46]=[CH:45][CH:44]=[C:43]2[C:39]=1[C:40]([OH:48])([C:18]1[C:17]([OH:20])=[CH:16][C:15]3[O:11][CH2:12][CH2:13][C:14]=3[CH:19]=1)[C:41](=[O:47])[NH:42]2.